The task is: Predict the reactants needed to synthesize the given product.. This data is from Full USPTO retrosynthesis dataset with 1.9M reactions from patents (1976-2016). (1) Given the product [Cl:22][C:3]1[CH:4]=[C:5]([C:19]([NH2:21])=[O:20])[C:6]2[NH:7][C:8]3[C:13]([C:14]=2[C:2]=1[C:37]1[CH:38]=[CH:39][CH:40]=[C:35]([N:30]2[C:29](=[O:51])[C:28]4[C:33](=[C:24]([F:23])[CH:25]=[CH:26][CH:27]=4)[NH:32][C:31]2=[O:34])[C:36]=1[CH3:50])=[CH:12][CH:11]=[C:10]([C:15]([OH:18])([CH3:17])[CH3:16])[CH:9]=3, predict the reactants needed to synthesize it. The reactants are: Br[C:2]1[C:14]2[C:13]3[C:8](=[CH:9][C:10]([C:15]([OH:18])([CH3:17])[CH3:16])=[CH:11][CH:12]=3)[NH:7][C:6]=2[C:5]([C:19]([NH2:21])=[O:20])=[CH:4][C:3]=1[Cl:22].[F:23][C:24]1[CH:25]=[CH:26][CH:27]=[C:28]2[C:33]=1[NH:32][C:31](=[O:34])[N:30]([C:35]1[CH:40]=[CH:39][CH:38]=[C:37](B3OC(C)(C)C(C)(C)O3)[C:36]=1[CH3:50])[C:29]2=[O:51].C([O-])([O-])=O.[Cs+].[Cs+]. (2) The reactants are: Cl[C:2]1[N:7]=[C:6]([C:8]2[N:12]3[CH:13]=[CH:14][CH:15]=[CH:16][C:11]3=[N:10][C:9]=2[C:17]2[CH:18]=[CH:19][C:20]([O:34][CH3:35])=[C:21]([CH:33]=2)[C:22]([NH:24][C:25]2[C:30]([F:31])=[CH:29][CH:28]=[CH:27][C:26]=2[F:32])=[O:23])[CH:5]=[CH:4][N:3]=1.[CH3:36][CH:37]([N:39]1[CH2:44][CH2:43][N:42]([C:45]2[CH:51]=[CH:50][C:48]([NH2:49])=[C:47]([O:52][CH3:53])[CH:46]=2)[CH2:41][CH2:40]1)[CH3:38].Cl.O1CCOCC1.C[O-].[Na+]. Given the product [F:32][C:26]1[CH:27]=[CH:28][CH:29]=[C:30]([F:31])[C:25]=1[NH:24][C:22](=[O:23])[C:21]1[CH:33]=[C:17]([C:9]2[N:10]=[C:11]3[CH:16]=[CH:15][CH:14]=[CH:13][N:12]3[C:8]=2[C:6]2[CH:5]=[CH:4][N:3]=[C:2]([NH:49][C:48]3[CH:50]=[CH:51][C:45]([N:42]4[CH2:43][CH2:44][N:39]([CH:37]([CH3:36])[CH3:38])[CH2:40][CH2:41]4)=[CH:46][C:47]=3[O:52][CH3:53])[N:7]=2)[CH:18]=[CH:19][C:20]=1[O:34][CH3:35], predict the reactants needed to synthesize it. (3) Given the product [O:1]1[CH:27]=[N:4][C:3]([C:5]2[S:9][C:8]([N:10]3[CH2:11][CH2:12][CH:13]([O:16][C:17]4[CH:22]=[CH:21][CH:20]=[CH:19][C:18]=4[C:23]([F:26])([F:25])[F:24])[CH2:14][CH2:15]3)=[N:7][CH:6]=2)=[N:2]1, predict the reactants needed to synthesize it. The reactants are: [OH:1][N:2]=[C:3]([C:5]1[S:9][C:8]([N:10]2[CH2:15][CH2:14][CH:13]([O:16][C:17]3[CH:22]=[CH:21][CH:20]=[CH:19][C:18]=3[C:23]([F:26])([F:25])[F:24])[CH2:12][CH2:11]2)=[N:7][CH:6]=1)[NH2:4].[CH:27](OCC)(OCC)OCC.B(F)(F)F. (4) Given the product [ClH:1].[ClH:1].[CH3:26][N:27]([CH3:31])[CH2:28][CH2:29][NH:30][C:7](=[O:9])[C:6]1[CH:10]=[CH:11][C:3]([CH3:2])=[C:4]([O:12][C:13]2[CH:18]=[CH:17][N:16]=[C:15]([NH:19][C:20]3[S:21][CH:22]=[C:23]([CH3:25])[N:24]=3)[CH:14]=2)[CH:5]=1, predict the reactants needed to synthesize it. The reactants are: [ClH:1].[CH3:2][C:3]1[CH:11]=[CH:10][C:6]([C:7]([OH:9])=O)=[CH:5][C:4]=1[O:12][C:13]1[CH:18]=[CH:17][N:16]=[C:15]([NH:19][C:20]2[S:21][CH:22]=[C:23]([CH3:25])[N:24]=2)[CH:14]=1.[CH3:26][N:27]([CH3:31])[CH2:28][CH2:29][NH2:30]. (5) The reactants are: [CH3:1][O:2][C:3]([C:5]1([NH:15][C:16](=[O:35])[C:17]2[CH:22]=[CH:21][C:20]([O:23][CH3:24])=[C:19]([O:25][CH2:26][CH2:27][C:28]3[CH:29]=[C:30]([CH3:34])[CH:31]=[CH:32][CH:33]=3)[CH:18]=2)[CH2:14][CH2:13][C:8]2(OCC[O:9]2)[CH2:7][CH2:6]1)=[O:4].Cl. Given the product [CH3:1][O:2][C:3]([C:5]1([NH:15][C:16](=[O:35])[C:17]2[CH:22]=[CH:21][C:20]([O:23][CH3:24])=[C:19]([O:25][CH2:26][CH2:27][C:28]3[CH:29]=[C:30]([CH3:34])[CH:31]=[CH:32][CH:33]=3)[CH:18]=2)[CH2:6][CH2:7][C:8](=[O:9])[CH2:13][CH2:14]1)=[O:4], predict the reactants needed to synthesize it. (6) Given the product [CH2:1]([O:8][C:9]1[C:16]([O:17][CH3:18])=[CH:15][C:14]([Cl:26])=[C:11]([CH:10]=1)[CH:12]=[O:13])[C:2]1[CH:3]=[CH:4][CH:5]=[CH:6][CH:7]=1, predict the reactants needed to synthesize it. The reactants are: [CH2:1]([O:8][C:9]1[CH:10]=[C:11]([CH:14]=[CH:15][C:16]=1[O:17][CH3:18])[CH:12]=[O:13])[C:2]1[CH:7]=[CH:6][CH:5]=[CH:4][CH:3]=1.C1C(=O)N([Cl:26])C(=O)C1.O.